From a dataset of Full USPTO retrosynthesis dataset with 1.9M reactions from patents (1976-2016). Predict the reactants needed to synthesize the given product. (1) Given the product [O:8]=[C:6]1[N:5]([C:9]2[CH:14]=[CH:13][C:12]([N:15]3[CH2:20][CH2:19][O:18][CH2:17][C:16]3=[O:21])=[CH:11][CH:10]=2)[CH2:4][C@H:3]([CH2:2][NH:1][CH:22]=[O:23])[O:7]1, predict the reactants needed to synthesize it. The reactants are: [NH2:1][CH2:2][C@@H:3]1[O:7][C:6](=[O:8])[N:5]([C:9]2[CH:14]=[CH:13][C:12]([N:15]3[CH2:20][CH2:19][O:18][CH2:17][C:16]3=[O:21])=[CH:11][CH:10]=2)[CH2:4]1.[CH:22](O)=[O:23]. (2) Given the product [NH2:1][C:2]1[C:7]2[CH:8]=[CH:9][N:10]([CH:11]3[C:15]([CH3:17])([OH:16])[CH:14]([OH:18])[CH:13]([CH2:19][OH:20])[O:12]3)[C:6]=2[CH:5]=[CH:4][N:3]=1, predict the reactants needed to synthesize it. The reactants are: [NH2:1][C:2]1[C:7]2[CH:8]=[CH:9][N:10]([CH:11]3[C:15]([CH3:17])([OH:16])[CH:14]([OH:18])[CH:13]([CH2:19][OH:20])[O:12]3)[C:6]=2[CH:5]=[C:4](Cl)[N:3]=1.[H][H]. (3) Given the product [Cl:1][C:2]1[CH:11]=[CH:10][C:5]([C:6]([O:8][CH3:9])=[O:7])=[CH:4][C:3]=1[NH:12][CH:16]=[C:17]([C:18]([O:20][CH2:21][CH3:22])=[O:19])[C:23]([O:25][CH2:26][CH3:27])=[O:24], predict the reactants needed to synthesize it. The reactants are: [Cl:1][C:2]1[CH:11]=[CH:10][C:5]([C:6]([O:8][CH3:9])=[O:7])=[CH:4][C:3]=1[NH2:12].C(O[CH:16]=[C:17]([C:23]([O:25][CH2:26][CH3:27])=[O:24])[C:18]([O:20][CH2:21][CH3:22])=[O:19])C. (4) Given the product [Cl:35][C:36]1[CH:37]=[CH:38][C:39]([N:42]2[C:46]([CH3:47])=[C:45]([C:10]([NH:9][CH2:8][C:7]([CH:1]3[CH2:2][CH2:3][CH2:4][CH2:5][CH2:6]3)=[O:17])=[O:16])[N:44]=[C:43]2[C:51]2[CH:56]=[CH:55][C:54]([Cl:57])=[CH:53][C:52]=2[Cl:58])=[CH:40][CH:41]=1, predict the reactants needed to synthesize it. The reactants are: [CH:1]1([C:7](=[O:17])[CH2:8][NH:9][C:10](=[O:16])OC(C)(C)C)[CH2:6][CH2:5][CH2:4][CH2:3][CH2:2]1.FC(F)(F)C(O)=O.NCC(C1CCCCC1)=O.[Cl:35][C:36]1[CH:41]=[CH:40][C:39]([N:42]2[C:46]([CH3:47])=[C:45](C(O)=O)[N:44]=[C:43]2[C:51]2[CH:56]=[CH:55][C:54]([Cl:57])=[CH:53][C:52]=2[Cl:58])=[CH:38][CH:37]=1.CCN=C=NCCCN(C)C.C1C=CC2N(O)N=NC=2C=1.CN1CCOCC1. (5) The reactants are: C[C@@H]([C@@H]1[C@@]2(C)CCC/C(=C\C=C3\C[C@@H](O)CCC\3=C)/[C@@H]2CC1)CCCC(C)C.[CH3:29][C@:30]12[C@@H:39]3[CH2:40][CH2:41][C@@:42]4([O:47][C@@H:48]5[O:53][C@H:52]([CH2:54][OH:55])[C@@H:51]([OH:56])[C@H:50]([OH:57])[C@H:49]5[O:58][C@@H:59]5[O:64][C@H:63]([CH2:65][OH:66])[C@@H:62]([OH:67])[C@H:61]([O:68][C@@H:69]6[O:74][C@H:73]([CH2:75][OH:76])[C@@H:72]([OH:77])[C@H:71]([OH:78])[C@H:70]6[OH:79])[C@H:60]5[OH:80])[C:44]([CH2:46][C@@:38]3([CH2:43]4)[CH2:37][CH2:36][C@@H:35]1[C@@:34]([C:82]([O:84][C@@H:85]1[O:90][C@H:89]([CH2:91][OH:92])[C@@H:88]([OH:93])[C@H:87]([OH:94])[C@H:86]1[OH:95])=[O:83])([CH3:81])[CH2:33][CH2:32][CH2:31]2)=[CH2:45]. Given the product [CH3:29][C@:30]12[C@@H:39]3[CH2:40][CH2:41][C@@:42]4([O:47][C@@H:48]5[O:53][C@H:52]([CH2:54][OH:55])[C@@H:51]([OH:56])[C@H:50]([OH:57])[C@H:49]5[O:58][C@@H:59]5[O:64][C@H:63]([CH2:65][OH:66])[C@@H:62]([OH:67])[C@H:61]([O:68][C@@H:69]6[O:74][C@H:73]([CH2:75][OH:76])[C@@H:72]([OH:77])[C@H:71]([OH:78])[C@H:70]6[OH:79])[C@H:60]5[OH:80])[C:44]([CH2:46][C@@:38]3([CH2:43]4)[CH2:37][CH2:36][C@@H:35]1[C@@:34]([C:82]([O:84][C@@H:85]1[O:90][C@H:89]([CH2:91][OH:92])[C@@H:88]([OH:93])[C@H:87]([OH:94])[C@H:86]1[OH:95])=[O:83])([CH3:81])[CH2:33][CH2:32][CH2:31]2)=[CH2:45].[CH2:65]([OH:66])[C@H:63]1[O:64][C@H:59]([O:58][C@:49]2([CH2:48][OH:47])[O:53][C@H:52]([CH2:54][OH:55])[C@@H:51]([OH:56])[C@@H:50]2[OH:57])[C@H:60]([OH:80])[C@@H:61]([OH:68])[C@@H:62]1[OH:67], predict the reactants needed to synthesize it.